Task: Predict the reactants needed to synthesize the given product.. Dataset: Full USPTO retrosynthesis dataset with 1.9M reactions from patents (1976-2016) The reactants are: [CH3:1][N:2]1[C:7](=[O:8])[C:6]2[C:9]([C:13]([O:15]C)=[O:14])=[C:10]([CH3:12])[S:11][C:5]=2[N:4]([CH:17]([CH3:19])[CH3:18])[C:3]1=[O:20].CO.[OH-].[Na+].Cl. Given the product [CH3:1][N:2]1[C:7](=[O:8])[C:6]2[C:9]([C:13]([OH:15])=[O:14])=[C:10]([CH3:12])[S:11][C:5]=2[N:4]([CH:17]([CH3:18])[CH3:19])[C:3]1=[O:20], predict the reactants needed to synthesize it.